This data is from Catalyst prediction with 721,799 reactions and 888 catalyst types from USPTO. The task is: Predict which catalyst facilitates the given reaction. Reactant: [CH2:1]([O:8][C:9]1[CH:14]=[C:13]([CH2:15][CH:16]([N+:18]([O-])=O)[CH3:17])[CH:12]=[CH:11][C:10]=1[O:21][CH3:22])[C:2]1[CH:7]=[CH:6][CH:5]=[CH:4][CH:3]=1.O.NN. Product: [CH2:1]([O:8][C:9]1[CH:14]=[C:13]([CH2:15][CH:16]([NH2:18])[CH3:17])[CH:12]=[CH:11][C:10]=1[O:21][CH3:22])[C:2]1[CH:3]=[CH:4][CH:5]=[CH:6][CH:7]=1. The catalyst class is: 227.